From a dataset of Peptide-MHC class II binding affinity with 134,281 pairs from IEDB. Regression. Given a peptide amino acid sequence and an MHC pseudo amino acid sequence, predict their binding affinity value. This is MHC class II binding data. (1) The peptide sequence is RMAMTDTTPFGQQRV. The MHC is DRB1_0101 with pseudo-sequence DRB1_0101. The binding affinity (normalized) is 0.306. (2) The peptide sequence is VINWKGKELKCGSGI. The MHC is DRB1_0404 with pseudo-sequence DRB1_0404. The binding affinity (normalized) is 0. (3) The peptide sequence is RNSRWSSPDNVKPLY. The MHC is DRB3_0101 with pseudo-sequence DRB3_0101. The binding affinity (normalized) is 0.620. (4) The peptide sequence is DIYISRRLLGTFTWT. The MHC is DRB5_0101 with pseudo-sequence DRB5_0101. The binding affinity (normalized) is 0.350. (5) The peptide sequence is TMQRLLANHSNELPS. The MHC is DRB1_0101 with pseudo-sequence DRB1_0101. The binding affinity (normalized) is 0.829. (6) The binding affinity (normalized) is 0.823. The MHC is H-2-IAb with pseudo-sequence H-2-IAb. The peptide sequence is SSFLSQEYSGSVANEA.